This data is from Full USPTO retrosynthesis dataset with 1.9M reactions from patents (1976-2016). The task is: Predict the reactants needed to synthesize the given product. (1) Given the product [CH2:31]([O:30][P:26]([CH2:25][CH:24]([N:18]1[CH2:19][CH2:20][O:21][CH:16]([C:13]2[CH:12]=[CH:11][C:10]([O:9][CH2:1][CH2:2][CH2:3][CH2:4][CH2:5][CH2:6][CH2:7][CH3:8])=[CH:15][CH:14]=2)[CH2:17]1)[CH3:23])(=[O:33])[O:27][CH2:28][CH3:29])[CH3:32], predict the reactants needed to synthesize it. The reactants are: [CH2:1]([O:9][C:10]1[CH:15]=[CH:14][C:13]([CH:16]2[O:21][CH2:20][CH2:19][NH:18][CH2:17]2)=[CH:12][CH:11]=1)[CH2:2][CH2:3][CH2:4][CH2:5][CH2:6][CH2:7][CH3:8].Br[CH2:23][CH2:24][CH2:25][P:26](=[O:33])([O:30][CH2:31][CH3:32])[O:27][CH2:28][CH3:29].[Na+].[I-].C([O-])([O-])=O.[K+].[K+]. (2) The reactants are: [N:1]1[CH:6]=[CH:5][CH:4]=[CH:3][C:2]=1[C:7]1[CH:8]=[C:9]([OH:17])[C:10]2[CH:11]=[CH:12][CH:13]=[N:14][C:15]=2[CH:16]=1.O[C@H:19]([C@H:21]1[CH2:25][N:24]([C@H](C2C=CC(OC)=CC=2)C)[C:23](=[O:36])[CH2:22]1)[CH3:20].C1(P(C2C=CC=CC=2)C2C=CC=CC=2)C=CC=CC=1.C1C=CC(COC(/N=N/C(OCC2C=CC=CC=2)=O)=O)=CC=1. Given the product [N:1]1[CH:6]=[CH:5][CH:4]=[CH:3][C:2]=1[C:7]1[CH:16]=[C:15]2[C:10]([CH:11]=[CH:12][CH:13]=[N:14]2)=[C:9]([O:17][C@@H:19]([C@H:21]2[CH2:25][NH:24][C:23](=[O:36])[CH2:22]2)[CH3:20])[CH:8]=1, predict the reactants needed to synthesize it.